Dataset: Forward reaction prediction with 1.9M reactions from USPTO patents (1976-2016). Task: Predict the product of the given reaction. Given the reactants [I:1][C:2]1[N:3]=[CH:4][NH:5][CH:6]=1.[C:7]1([C:13](Cl)([C:20]2[CH:25]=[CH:24][CH:23]=[CH:22][CH:21]=2)[C:14]2[CH:19]=[CH:18][CH:17]=[CH:16][CH:15]=2)[CH:12]=[CH:11][CH:10]=[CH:9][CH:8]=1.C(N(CC)CC)C.O, predict the reaction product. The product is: [I:1][C:2]1[N:3]=[CH:4][N:5]([C:13]([C:7]2[CH:12]=[CH:11][CH:10]=[CH:9][CH:8]=2)([C:20]2[CH:21]=[CH:22][CH:23]=[CH:24][CH:25]=2)[C:14]2[CH:15]=[CH:16][CH:17]=[CH:18][CH:19]=2)[CH:6]=1.